Dataset: Full USPTO retrosynthesis dataset with 1.9M reactions from patents (1976-2016). Task: Predict the reactants needed to synthesize the given product. (1) Given the product [ClH:23].[Cl:23][C:6]1[N:5]=[C:4]([CH3:24])[N:3]=[C:2]([NH2:1])[C:7]=1[CH2:8][CH2:9][CH:10]1[CH2:15][CH2:14][NH:13][CH2:12][CH2:11]1, predict the reactants needed to synthesize it. The reactants are: [NH2:1][C:2]1[C:7]([CH2:8][CH2:9][CH:10]2[CH2:15][CH2:14][N:13](C(OC(C)(C)C)=O)[CH2:12][CH2:11]2)=[C:6]([Cl:23])[N:5]=[C:4]([CH3:24])[N:3]=1.Cl. (2) Given the product [Cl:11][C:12]1[C:17](/[CH:18]=[C:19](\[C:25]2[CH:26]=[CH:27][C:28]([F:31])=[CH:29][CH:30]=2)/[CH2:20][OH:21])=[CH:16][CH:15]=[CH:14][N:13]=1, predict the reactants needed to synthesize it. The reactants are: [H-].C([Al+]CC(C)C)C(C)C.[Cl:11][C:12]1[C:17]([CH:18]=[C:19]([C:25]2[CH:30]=[CH:29][C:28]([F:31])=[CH:27][CH:26]=2)[C:20](OCC)=[O:21])=[CH:16][CH:15]=[CH:14][N:13]=1.CO. (3) Given the product [F:1][C:2]1[CH:7]=[C:6]([I:8])[CH:5]=[CH:4][C:3]=1[NH:9][C:10]1[CH:18]=[N:17][CH:16]=[CH:15][C:11]=1[C:12]([NH:27][NH:26][C:24]([O:23][C:19]([CH3:22])([CH3:21])[CH3:20])=[O:25])=[O:14], predict the reactants needed to synthesize it. The reactants are: [F:1][C:2]1[CH:7]=[C:6]([I:8])[CH:5]=[CH:4][C:3]=1[NH:9][C:10]1[CH:18]=[N:17][CH:16]=[CH:15][C:11]=1[C:12]([OH:14])=O.[C:19]([O:23][C:24]([NH:26][NH2:27])=[O:25])([CH3:22])([CH3:21])[CH3:20]. (4) Given the product [NH:18]([C:12](=[O:14])[CH2:11][CH2:10][CH2:9][NH:8][C:6](=[O:7])[O:5][C:1]([CH3:4])([CH3:3])[CH3:2])[NH2:19], predict the reactants needed to synthesize it. The reactants are: [C:1]([O:5][C:6]([NH:8][CH2:9][CH2:10][CH2:11][C:12]([O:14]CC)=O)=[O:7])([CH3:4])([CH3:3])[CH3:2].O.[NH2:18][NH2:19]. (5) The reactants are: [CH3:1][O:2][CH:3]([O:6]C)[CH:4]=[CH2:5].[C:8](O)(C(F)(F)F)=O.[C:15](#N)[CH3:16]. Given the product [CH3:8][CH2:1][O:2][CH:3]([O:6][CH2:15][CH3:16])[CH:4]=[CH2:5], predict the reactants needed to synthesize it. (6) Given the product [NH2:57][CH2:56][CH2:55][N:51]1[CH2:52][CH2:53][CH2:54][C@H:49]([CH2:48][N:47]2[C:46]3[CH:65]=[CH:66][CH:67]=[CH:68][C:45]=3[N:44]=[C:43]2[CH2:42][N:31]([CH3:30])[C@@H:32]2[C:41]3[N:40]=[CH:39][CH:38]=[CH:37][C:36]=3[CH2:35][CH2:34][CH2:33]2)[CH2:50]1, predict the reactants needed to synthesize it. The reactants are: CN(CC1N(C[C@H]2CCCNC2)C2C=CC=CC=2N=1)[C@@H]1C2N=CC=CC=2CCC1.[CH3:30][N:31]([CH2:42][C:43]1[N:47]([CH2:48][C@H:49]2[CH2:54][CH2:53][CH2:52][N:51]([CH2:55][CH2:56][NH:57]C(=O)OC(C)(C)C)[CH2:50]2)[C:46]2[CH:65]=[CH:66][CH:67]=[CH:68][C:45]=2[N:44]=1)[C@@H:32]1[C:41]2[N:40]=[CH:39][CH:38]=[CH:37][C:36]=2[CH2:35][CH2:34][CH2:33]1.C(O)(C(F)(F)F)=O.C([O-])([O-])=O.[Na+].[Na+]. (7) Given the product [Cl:1][C:2]1[CH:37]=[CH:36][C:5]([CH2:6][CH2:7][NH:8][C:9]([C:11]2[CH:12]=[CH:13][C:14]([O:15][C:16]3[C:21]([C:22]4[CH:27]=[CH:26][CH:25]=[CH:24][CH:23]=4)=[CH:20][C:19]([CH2:28][C:29]([OH:31])=[O:30])=[CH:18][CH:17]=3)=[CH:34][CH:35]=2)=[O:10])=[CH:4][CH:3]=1, predict the reactants needed to synthesize it. The reactants are: [Cl:1][C:2]1[CH:37]=[CH:36][C:5]([CH2:6][CH2:7][NH:8][C:9]([C:11]2[CH:35]=[CH:34][C:14]([O:15][C:16]3[C:21]([C:22]4[CH:27]=[CH:26][CH:25]=[CH:24][CH:23]=4)=[CH:20][C:19]([CH2:28][C:29]([O:31]CC)=[O:30])=[CH:18][CH:17]=3)=[CH:13][CH:12]=2)=[O:10])=[CH:4][CH:3]=1.[OH-].[Na+].O. (8) Given the product [Br:21][C:5]1[S:1][C:2]([S:6][CH2:7][CH2:8][CH2:9][NH:10][C:11](=[O:13])[CH3:12])=[CH:3][CH:4]=1, predict the reactants needed to synthesize it. The reactants are: [S:1]1[CH:5]=[CH:4][CH:3]=[C:2]1[S:6][CH2:7][CH2:8][CH2:9][NH:10][C:11](=[O:13])[CH3:12].C1C(=O)N([Br:21])C(=O)C1. (9) Given the product [O:3]1[C:7]2[CH:8]=[CH:9][C:10]([CH2:12][C:13]3[N:14]([CH2:15][C:16]4[CH:21]=[CH:20][CH:19]=[CH:18][C:17]=4[Cl:22])[C:26](=[O:27])[CH:25]=[C:24]([OH:31])[N:23]=3)=[CH:11][C:6]=2[O:5][CH2:4]1, predict the reactants needed to synthesize it. The reactants are: [Na].Cl.[O:3]1[C:7]2[CH:8]=[CH:9][C:10]([CH2:12][C:13](=[NH:23])[NH:14][CH2:15][C:16]3[CH:21]=[CH:20][CH:19]=[CH:18][C:17]=3[Cl:22])=[CH:11][C:6]=2[O:5][CH2:4]1.[C:24](OCC)(=[O:31])[CH2:25][C:26](OCC)=[O:27]. (10) Given the product [CH:10]([N:6]1[CH:5]=[C:4]([N+:1]([O-:3])=[O:2])[CH:8]=[N:7]1)([CH3:12])[CH3:11], predict the reactants needed to synthesize it. The reactants are: [N+:1]([C:4]1[CH:5]=[N:6][NH:7][CH:8]=1)([O-:3])=[O:2].I[CH:10]([CH3:12])[CH3:11].C(=O)([O-])[O-].[K+].[K+].O.